Task: Predict the reaction yield, written as a fraction of the theoretical maximum amount of product (1.0 means a 100% yield; for example, 0.34 means a 34% yield).. Dataset: Reaction yield outcomes from USPTO patents with 853,638 reactions (1) The reactants are [CH:1]1[CH2:8][CH2:7][CH2:6][CH2:5][CH2:4][CH2:3][CH:2]=1.[OH:9]O. No catalyst specified. The product is [O:9]1[CH:2]2[CH2:3][CH2:4][CH2:5][CH2:6][CH2:7][CH2:8][CH:1]12. The yield is 0.790. (2) The reactants are [Li]CCCC.C(NC(C)C)(C)C.CN(P(N(C)C)(N(C)C)=O)C.[S:24]1[CH:28]=[CH:27][C:26]([C:29]([OH:31])=[O:30])=[CH:25]1.CON(C)[C:35]([C:37]1[CH:42]=[CH:41][N:40]=[CH:39][CH:38]=1)=[O:36]. The catalyst is C1COCC1. The product is [C:35]([C:25]1[S:24][CH:28]=[CH:27][C:26]=1[C:29]([OH:31])=[O:30])(=[O:36])[C:37]1[CH:42]=[CH:41][N:40]=[CH:39][CH:38]=1. The yield is 0.400. (3) The reactants are [Br:1][C:2]1[CH:14]=[N:13][C:12]2[C:11]3[C:10](F)=[CH:9][CH:8]=[C:7]([S:16]([CH3:19])(=[O:18])=[O:17])[C:6]=3[NH:5][C:4]=2[CH:3]=1.[F:20][CH:21]([F:24])[CH2:22][OH:23].CC([O-])(C)C.[K+]. The catalyst is CN1C(=O)CCC1.CCOC(C)=O. The product is [Br:1][C:2]1[CH:14]=[N:13][C:12]2[C:11]3[C:10]([O:23][CH2:22][CH:21]([F:24])[F:20])=[CH:9][CH:8]=[C:7]([S:16]([CH3:19])(=[O:18])=[O:17])[C:6]=3[NH:5][C:4]=2[CH:3]=1. The yield is 1.08. (4) The reactants are [CH2:1]1[C:9]2[C:4](=[CH:5][CH:6]=[CH:7][CH:8]=2)[CH2:3][CH:2]1[NH:10][C:11]([C@@H:13]([NH:26]C(=O)[C@H](CCCC)CC(N(CC1C=CC(OC)=CC=1OC)OCC1C=CC(OC)=CC=1)=O)[CH2:14][C:15]1[S:16][C:17]([C:20]2[CH:25]=[CH:24][CH:23]=[CH:22][CH:21]=2)=[CH:18][CH:19]=1)=[O:12].[C:59]1(B(O)O)[CH:64]=[CH:63]C=CC=1.[C:68](=[O:71])([O-])[O-:69].[Na+].[Na+].[C:74](#N)C. The catalyst is [Pd](Cl)Cl.C1(P(C2C=CC=CC=2)C2C=CC=CC=2)C=CC=CC=1.C1(P(C2C=CC=CC=2)C2C=CC=CC=2)C=CC=CC=1. The product is [C:64]([O:69][C:68]([NH:26][C@@H:13]([CH2:14][C:15]1[S:16][C:17]([C:20]2[CH:25]=[CH:24][CH:23]=[CH:22][CH:21]=2)=[CH:18][CH:19]=1)[C:11]([NH:10][CH:2]1[CH2:3][C:4]2[C:9](=[CH:8][CH:7]=[CH:6][CH:5]=2)[CH2:1]1)=[O:12])=[O:71])([CH3:63])([CH3:59])[CH3:74]. The yield is 0.790. (5) The reactants are [Br:1][C:2]1[CH:11]=[CH:10][C:5]([C:6]([NH:8][NH2:9])=[O:7])=[CH:4][CH:3]=1.[C:12](Cl)(=[O:19])[C:13]1[CH:18]=[CH:17][CH:16]=[CH:15][CH:14]=1. The catalyst is CN1CCCC1=O. The product is [C:12]([NH:9][NH:8][C:6](=[O:7])[C:5]1[CH:10]=[CH:11][C:2]([Br:1])=[CH:3][CH:4]=1)(=[O:19])[C:13]1[CH:18]=[CH:17][CH:16]=[CH:15][CH:14]=1. The yield is 0.800. (6) The reactants are Cl.[CH:2]([N:5]1[C:9]([C:10]2[N:19]=[C:18]3[N:12]([CH2:13][CH2:14][O:15][C:16]4[CH:23]=[C:22]([C@@H:24]5[CH2:29][CH2:28][NH:27][CH2:26][C@H:25]5[OH:30])[CH:21]=[CH:20][C:17]=43)[CH:11]=2)=[N:8][CH:7]=[N:6]1)([CH3:4])[CH3:3].Br[C:32]([CH3:38])([CH3:37])[C:33]([NH:35][CH3:36])=[O:34].[OH-].[Na+]. The catalyst is CCCC[N+](CCCC)(CCCC)CCCC.[Br-].C(Cl)Cl. The product is [OH:30][C@H:25]1[C@H:24]([C:22]2[CH:21]=[CH:20][C:17]3[C:18]4[N:12]([CH:11]=[C:10]([C:9]5[N:5]([CH:2]([CH3:4])[CH3:3])[N:6]=[CH:7][N:8]=5)[N:19]=4)[CH2:13][CH2:14][O:15][C:16]=3[CH:23]=2)[CH2:29][CH2:28][N:27]([C:32]([CH3:38])([CH3:37])[C:33]([NH:35][CH3:36])=[O:34])[CH2:26]1. The yield is 0.370.